Dataset: Full USPTO retrosynthesis dataset with 1.9M reactions from patents (1976-2016). Task: Predict the reactants needed to synthesize the given product. (1) Given the product [Cl:1][C:2]1[C:3]2[N:11]=[C:12]([C:14]3[CH:19]=[CH:18][N:17]=[CH:16][CH:15]=3)[NH:7][C:5](=[O:6])[C:4]=2[CH:8]=[CH:9][N:10]=1, predict the reactants needed to synthesize it. The reactants are: [Cl:1][C:2]1[C:3]([NH:11][C:12]([C:14]2[CH:19]=[CH:18][N:17]=[CH:16][CH:15]=2)=O)=[C:4]([CH:8]=[CH:9][N:10]=1)[C:5]([NH2:7])=[O:6].C(=O)([O-])[O-].[Cs+].[Cs+]. (2) The reactants are: [Cl:1][C:2]1[C:3]([C:9]#[N:10])=[N:4][CH:5]=[C:6](Cl)[CH:7]=1.CC1(C)C(C)(C)OB(/[CH:19]=[CH:20]/[C:21]2[CH:26]=[CH:25][CH:24]=[CH:23][CH:22]=2)O1.C(=O)([O-])[O-].[Na+].[Na+]. Given the product [Cl:1][C:2]1[C:3]([C:9]#[N:10])=[N:4][CH:5]=[C:6](/[CH:19]=[CH:20]/[C:21]2[CH:26]=[CH:25][CH:24]=[CH:23][CH:22]=2)[CH:7]=1, predict the reactants needed to synthesize it. (3) Given the product [Cl:30][C:18]1[CH:17]=[C:16]([NH:15][C:7]2[C:6]3[C:11](=[CH:12][CH:13]=[CH:14][C:5]=3[O:4][CH2:3][C@H:2]([NH:1][C:34](=[O:35])[C@H:33]([OH:32])[CH2:38][CH2:37][OH:36])[CH3:31])[N:10]=[CH:9][N:8]=2)[CH:21]=[CH:20][C:19]=1[O:22][CH2:23][C:24]1[CH:29]=[CH:28][CH:27]=[CH:26][N:25]=1, predict the reactants needed to synthesize it. The reactants are: [NH2:1][C@H:2]([CH3:31])[CH2:3][O:4][C:5]1[CH:14]=[CH:13][CH:12]=[C:11]2[C:6]=1[C:7]([NH:15][C:16]1[CH:21]=[CH:20][C:19]([O:22][CH2:23][C:24]3[CH:29]=[CH:28][CH:27]=[CH:26][N:25]=3)=[C:18]([Cl:30])[CH:17]=1)=[N:8][CH:9]=[N:10]2.[OH:32][C@@H:33]1[CH2:38][CH2:37][O:36][C:34]1=[O:35]. (4) Given the product [CH2:28]([NH:32][C:36](=[O:37])[O:27][CH2:26][CH2:25][CH2:24][C:14]1[CH:15]=[CH:16][C:17]([O:19][CH2:20][CH2:21][O:22][CH3:23])=[CH:18][C:13]=1[O:12][C:3]1[C:2]([Cl:1])=[CH:7][C:6]([C:8]([F:9])([F:11])[F:10])=[CH:5][N:4]=1)[CH2:29][CH2:30][CH3:31], predict the reactants needed to synthesize it. The reactants are: [Cl:1][C:2]1[C:3]([O:12][C:13]2[CH:18]=[C:17]([O:19][CH2:20][CH2:21][O:22][CH3:23])[CH:16]=[CH:15][C:14]=2[CH2:24][CH2:25][CH2:26][OH:27])=[N:4][CH:5]=[C:6]([C:8]([F:11])([F:10])[F:9])[CH:7]=1.[CH2:28]([NH2:32])[CH2:29][CH2:30][CH3:31].O.CN(C)[CH:36]=[O:37]. (5) Given the product [CH:23]1([N:22]2[C:21]3[CH:29]=[CH:30][C:31]([C:33]([OH:35])=[O:34])=[CH:32][C:20]=3[N:19]=[C:18]2[C:13]2[CH:14]=[C:15]3[C:10](=[CH:11][CH:12]=2)[N:9]=[C:8]([C:6]2[CH:5]=[CH:4][C:3]4[CH2:39][CH2:38][CH2:37][CH2:46][C:2]=4[CH:7]=2)[CH:17]=[CH:16]3)[CH2:24][CH2:25][CH2:26][CH2:27][CH2:28]1, predict the reactants needed to synthesize it. The reactants are: Br[C:2]1[CH:3]=[CH:4][C:5](O)=[C:6]([C:8]2[CH:17]=[CH:16][C:15]3[C:10](=[CH:11][CH:12]=[C:13]([C:18]4[N:22]([CH:23]5[CH2:28][CH2:27][CH2:26][CH2:25][CH2:24]5)[C:21]5[CH:29]=[CH:30][C:31]([C:33]([OH:35])=[O:34])=[CH:32][C:20]=5[N:19]=4)[CH:14]=3)[N:9]=2)[CH:7]=1.[CH:37]1[C:46]2CCCCC=2C=[CH:39][C:38]=1C(=O)C.[OH-].[K+]. (6) The reactants are: C[O:2][C:3](=[O:34])[C:4]1[CH:9]=[C:8]([NH2:10])[CH:7]=[C:6]([N:11]2[C:15]([CH3:16])=[CH:14][CH:13]=[C:12]2[C:17]2[CH:22]=[C:21]([Cl:23])[CH:20]=[CH:19][C:18]=2[O:24][CH2:25][C:26]2[CH:31]=[CH:30][CH:29]=[C:28]([F:32])[C:27]=2[F:33])[CH:5]=1. Given the product [Cl:23][C:21]1[CH:20]=[CH:19][C:18]([O:24][CH2:25][C:26]2[CH:31]=[CH:30][CH:29]=[C:28]([F:32])[C:27]=2[F:33])=[C:17]([C:12]2[N:11]([C:6]3[CH:5]=[C:4]([CH:9]=[C:8]([NH2:10])[CH:7]=3)[C:3]([OH:34])=[O:2])[C:15]([CH3:16])=[CH:14][CH:13]=2)[CH:22]=1, predict the reactants needed to synthesize it. (7) Given the product [CH3:1][C:2]1[C:6]([CH2:7][N:8]2[CH:12]=[C:11]([NH:13][C:22](=[O:23])[O:21][C:18]([CH3:20])([CH3:19])[CH3:17])[CH:10]=[N:9]2)=[C:5]([CH3:16])[O:4][N:3]=1, predict the reactants needed to synthesize it. The reactants are: [CH3:1][C:2]1[C:6]([CH2:7][N:8]2[CH:12]=[C:11]([N+:13]([O-])=O)[CH:10]=[N:9]2)=[C:5]([CH3:16])[O:4][N:3]=1.[CH3:17][C:18]([O:21][C:22](O[C:22]([O:21][C:18]([CH3:20])([CH3:19])[CH3:17])=[O:23])=[O:23])([CH3:20])[CH3:19]. (8) Given the product [F:1][C:2]([F:10])([F:9])[C:3]1([CH2:12][C:11]([OH:14])=[O:13])[CH2:5][CH2:4]1, predict the reactants needed to synthesize it. The reactants are: [F:1][C:2]([F:10])([F:9])[C:3]1(CC#N)[CH2:5][CH2:4]1.[CH2:11]([OH:13])[CH3:12].[OH-:14].[Na+].